The task is: Predict the product of the given reaction.. This data is from Forward reaction prediction with 1.9M reactions from USPTO patents (1976-2016). (1) Given the reactants [F:1][C:2]1[CH:10]=[C:9]2[C:5]([CH2:6][O:7][C:8]2=[O:11])=[CH:4][CH:3]=1.[OH-:12].[K+], predict the reaction product. The product is: [F:1][C:2]1[CH:3]=[CH:4][C:5]([CH2:6][OH:12])=[C:9]([CH:10]=1)[C:8]([OH:7])=[O:11]. (2) Given the reactants [F:1][C:2]1[C:9]([O:10][CH3:11])=[CH:8][CH:7]=[CH:6][C:3]=1[CH:4]=[O:5].[BH4-].[Na+].O, predict the reaction product. The product is: [F:1][C:2]1[C:9]([O:10][CH3:11])=[CH:8][CH:7]=[CH:6][C:3]=1[CH2:4][OH:5].